This data is from Full USPTO retrosynthesis dataset with 1.9M reactions from patents (1976-2016). The task is: Predict the reactants needed to synthesize the given product. Given the product [ClH:1].[Cl:1][C:2]1[CH:3]=[CH:4][C:5]([O:28][CH2:29][CH:30]([CH3:32])[CH3:31])=[C:6]([CH2:8][N:9]2[C:13]([CH3:14])=[CH:12][C:11]([C:15]([NH:17][C:18]3[CH:23]=[CH:22][C:21]([CH2:24][N:33]4[CH2:37][CH2:36][CH2:35][CH2:34]4)=[C:20]([O:26][CH3:27])[CH:19]=3)=[O:16])=[N:10]2)[CH:7]=1, predict the reactants needed to synthesize it. The reactants are: [Cl:1][C:2]1[CH:3]=[CH:4][C:5]([O:28][CH2:29][CH:30]([CH3:32])[CH3:31])=[C:6]([CH2:8][N:9]2[C:13]([CH3:14])=[CH:12][C:11]([C:15]([NH:17][C:18]3[CH:23]=[CH:22][C:21]([CH:24]=O)=[C:20]([O:26][CH3:27])[CH:19]=3)=[O:16])=[N:10]2)[CH:7]=1.[NH:33]1[CH2:37][CH2:36][CH2:35][CH2:34]1.C(O[BH-](OC(=O)C)OC(=O)C)(=O)C.[Na+].C(OCC)(=O)C.